This data is from Reaction yield outcomes from USPTO patents with 853,638 reactions. The task is: Predict the reaction yield, written as a fraction of the theoretical maximum amount of product (1.0 means a 100% yield; for example, 0.34 means a 34% yield). (1) The reactants are [NH2:1][C:2]1[CH:7]=[C:6]([CH3:8])[C:5]([NH:9][C:10](=[O:17])[CH2:11][CH:12]2[CH2:16][CH2:15][CH2:14][CH2:13]2)=[C:4]([CH3:18])[CH:3]=1.[F:19][C:20]([F:30])([F:29])[C:21]1[N:26]=[CH:25][C:24]([CH:27]=O)=[CH:23][CH:22]=1. The catalyst is C(#N)C. The product is [CH:12]1([CH2:11][C:10]([NH:9][C:5]2[C:4]([CH3:18])=[CH:3][C:2]([NH:1][CH2:27][C:24]3[CH:25]=[N:26][C:21]([C:20]([F:30])([F:19])[F:29])=[CH:22][CH:23]=3)=[CH:7][C:6]=2[CH3:8])=[O:17])[CH2:16][CH2:15][CH2:14][CH2:13]1. The yield is 0.920. (2) The reactants are N1C=CN=C1.[CH3:6][S:7]([C:10]1[CH:15]=[CH:14][C:13]([OH:16])=[CH:12][CH:11]=1)(=[O:9])=[O:8].[C:17]([Si:21]([CH3:24])([CH3:23])Cl)([CH3:20])([CH3:19])[CH3:18]. The catalyst is CN(C)C=O.[Cl-].[Na+].O. The product is [C:17]([Si:21]([O:16][C:13]1[CH:14]=[CH:15][C:10]([S:7]([CH3:6])(=[O:8])=[O:9])=[CH:11][CH:12]=1)([CH3:24])[CH3:23])([CH3:20])([CH3:19])[CH3:18]. The yield is 0.960. (3) The reactants are [Cl:1][C:2]1[CH:8]=[C:7]([O:9][C:10]2[C:19]3[C:14](=[CH:15][C:16]([O:22][CH3:23])=[C:17]([O:20][CH3:21])[CH:18]=3)[N:13]=[CH:12][N:11]=2)[CH:6]=[CH:5][C:3]=1[NH2:4].C1(C)C=CC=CC=1.C(N(CC)CC)C.Cl[C:39](Cl)([O:41]C(=O)OC(Cl)(Cl)Cl)Cl.[CH3:50][C:51]1[CH:59]=[CH:58][C:54]([CH:55]([OH:57])[CH3:56])=[CH:53][CH:52]=1. The catalyst is C(Cl)Cl. The product is [Cl:1][C:2]1[CH:8]=[C:7]([O:9][C:10]2[C:19]3[C:14](=[CH:15][C:16]([O:22][CH3:23])=[C:17]([O:20][CH3:21])[CH:18]=3)[N:13]=[CH:12][N:11]=2)[CH:6]=[CH:5][C:3]=1[NH:4][C:39](=[O:41])[O:57][CH:55]([C:54]1[CH:58]=[CH:59][C:51]([CH3:50])=[CH:52][CH:53]=1)[CH3:56]. The yield is 0.490.